This data is from Reaction yield outcomes from USPTO patents with 853,638 reactions. The task is: Predict the reaction yield, written as a fraction of the theoretical maximum amount of product (1.0 means a 100% yield; for example, 0.34 means a 34% yield). (1) The reactants are [CH3:1][S:2]([CH2:5][C:6]1[CH:11]=[CH:10][C:9]([O:12][C:13]2[CH:18]=[CH:17][C:16]([N+:19]([O-])=O)=[C:15]([O:22][CH:23]3[CH2:28][CH2:27][O:26][CH2:25][CH2:24]3)[CH:14]=2)=[CH:8][N:7]=1)(=[O:4])=[O:3]. The catalyst is C(O)C.[C].[Pd]. The product is [CH3:1][S:2]([CH2:5][C:6]1[N:7]=[CH:8][C:9]([O:12][C:13]2[CH:18]=[CH:17][C:16]([NH2:19])=[C:15]([O:22][CH:23]3[CH2:28][CH2:27][O:26][CH2:25][CH2:24]3)[CH:14]=2)=[CH:10][CH:11]=1)(=[O:3])=[O:4]. The yield is 1.00. (2) The reactants are Br[C:2]1[CH:3]=[C:4]2[C:24]([C:25]3([C:38]4[CH:37]=[CH:36][CH:35]=[CH:34][C:33]=4[C:32]4[C:27]3=[CH:28][CH:29]=[CH:30][CH:31]=4)[CH:26]=1)=[C:7]1[CH:8]=[C:9]3[C:22](=[CH:23][C:6]1=[CH:5]2)[C:21]1[C:16](=[CH:17][CH:18]=[CH:19][CH:20]=1)[C:15]1[C:10]3=[CH:11][CH:12]=[CH:13][CH:14]=1.[C:39]1([C:58]2[CH:63]=[CH:62][CH:61]=[CH:60][CH:59]=2)[CH:44]=[CH:43][C:42]([NH:45][C:46]2[CH:51]=[CH:50][C:49]([C:52]3[CH:57]=[CH:56][CH:55]=[CH:54][CH:53]=3)=[CH:48][CH:47]=2)=[CH:41][CH:40]=1.C1(P(C2CCCCC2)C2C=CC=CC=2C2C=CC=CC=2)CCCCC1.CC(C)([O-])C.[Na+]. The catalyst is C([O-])(=O)C.[Pd+2].C([O-])(=O)C.C1(C)C=CC=CC=1. The product is [C:49]1([C:52]2[CH:53]=[CH:54][CH:55]=[CH:56][CH:57]=2)[CH:48]=[CH:47][C:46]([N:45]([C:42]2[CH:43]=[CH:44][C:39]([C:58]3[CH:63]=[CH:62][CH:61]=[CH:60][CH:59]=3)=[CH:40][CH:41]=2)[C:2]2[CH:3]=[C:4]3[C:24]([C:25]4([C:38]5[CH:37]=[CH:36][CH:35]=[CH:34][C:33]=5[C:32]5[C:27]4=[CH:28][CH:29]=[CH:30][CH:31]=5)[CH:26]=2)=[C:7]2[CH:8]=[C:9]4[C:22](=[CH:23][C:6]2=[CH:5]3)[C:21]2[C:16](=[CH:17][CH:18]=[CH:19][CH:20]=2)[C:15]2[C:10]4=[CH:11][CH:12]=[CH:13][CH:14]=2)=[CH:51][CH:50]=1. The yield is 0.370. (3) The reactants are [Cl-].O[NH3+:3].[C:4](=[O:7])([O-])[OH:5].[Na+].CS(C)=O.[CH2:13]([C:20]1[C:25](=[O:26])[N:24]([CH2:27][C:28]2[CH:33]=[CH:32][C:31]([C:34]3[C:35]([C:40]#[N:41])=[CH:36][CH:37]=[CH:38][CH:39]=3)=[CH:30][CH:29]=2)[C:23]([CH2:42][CH2:43][CH3:44])=[N:22][C:21]=1[CH3:45])[C:14]1[CH:19]=[CH:18][CH:17]=[CH:16][CH:15]=1. The catalyst is O.C(OCC)(=O)C. The product is [CH2:13]([C:20]1[C:25](=[O:26])[N:24]([CH2:27][C:28]2[CH:33]=[CH:32][C:31]([C:34]3[CH:39]=[CH:38][CH:37]=[CH:36][C:35]=3[C:40]3[NH:3][C:4](=[O:7])[O:5][N:41]=3)=[CH:30][CH:29]=2)[C:23]([CH2:42][CH2:43][CH3:44])=[N:22][C:21]=1[CH3:45])[C:14]1[CH:15]=[CH:16][CH:17]=[CH:18][CH:19]=1. The yield is 0.560.